Dataset: Full USPTO retrosynthesis dataset with 1.9M reactions from patents (1976-2016). Task: Predict the reactants needed to synthesize the given product. (1) Given the product [Br:8][C:5]1[CH:6]=[CH:7][C:2]([N:12]2[CH2:13][CH2:14][NH:9][C:10](=[O:15])[CH2:11]2)=[N:3][CH:4]=1, predict the reactants needed to synthesize it. The reactants are: Br[C:2]1[CH:7]=[CH:6][C:5]([Br:8])=[CH:4][N:3]=1.[NH:9]1[CH2:14][CH2:13][NH:12][CH2:11][C:10]1=[O:15].C(N(CC)C(C)C)(C)C. (2) Given the product [CH3:38][O:37][CH2:36][CH2:35][O:1][C:2]1[CH:3]=[C:4]([CH3:33])[C:5]([C:9]2[CH:14]=[CH:13][CH:12]=[C:11]([CH2:15][O:16][C:17]3[CH:22]=[CH:21][C:20]([C:23]4([CH2:27][C:28]([O:30][CH2:31][CH3:32])=[O:29])[CH2:24][O:25][CH2:26]4)=[CH:19][CH:18]=3)[CH:10]=2)=[C:6]([CH3:8])[CH:7]=1, predict the reactants needed to synthesize it. The reactants are: [OH:1][C:2]1[CH:7]=[C:6]([CH3:8])[C:5]([C:9]2[CH:14]=[CH:13][CH:12]=[C:11]([CH2:15][O:16][C:17]3[CH:22]=[CH:21][C:20]([C:23]4([CH2:27][C:28]([O:30][CH2:31][CH3:32])=[O:29])[CH2:26][O:25][CH2:24]4)=[CH:19][CH:18]=3)[CH:10]=2)=[C:4]([CH3:33])[CH:3]=1.Br[CH2:35][CH2:36][O:37][CH3:38].[H-].[Na+]. (3) Given the product [Cl:1][C:2]1[C:7]([O:8][CH2:9][C:10]([N:50]2[CH2:51][CH2:52][C:53]3[N:57]=[C:56]4[S:58][C:59]([CH3:61])=[N:60][N:55]4[C:54]=3[CH:49]2[C:48]2[C:43]([F:42])=[N:44][CH:45]=[CH:46][CH:47]=2)=[O:12])=[CH:6][CH:5]=[C:4]([CH2:13][N:14]2[CH2:19][CH2:18][O:17][CH2:16][CH2:15]2)[N:3]=1, predict the reactants needed to synthesize it. The reactants are: [Cl:1][C:2]1[C:7]([O:8][CH2:9][C:10]([OH:12])=O)=[CH:6][CH:5]=[C:4]([CH2:13][N:14]2[CH2:19][CH2:18][O:17][CH2:16][CH2:15]2)[N:3]=1.CN(C(ON1N=NC2C=CC=CC1=2)=[N+](C)C)C.[B-](F)(F)(F)F.[F:42][C:43]1[C:48]([CH:49]2[C:54]3[N:55]4[N:60]=[C:59]([CH3:61])[S:58][C:56]4=[N:57][C:53]=3[CH2:52][CH2:51][NH:50]2)=[CH:47][CH:46]=[CH:45][N:44]=1.CCN(C(C)C)C(C)C.